From a dataset of Reaction yield outcomes from USPTO patents with 853,638 reactions. Predict the reaction yield, written as a fraction of the theoretical maximum amount of product (1.0 means a 100% yield; for example, 0.34 means a 34% yield). (1) The reactants are [CH2:1]([O:8][CH2:9][CH2:10][CH:11]1[CH2:16][C:15]([CH2:17][OH:18])=[CH:14][CH2:13][CH2:12]1)[C:2]1[CH:7]=[CH:6][CH:5]=[CH:4][CH:3]=1.C(N(CC)CC)C.[CH3:26][C:27]([Si:30](Cl)([CH3:32])[CH3:31])([CH3:29])[CH3:28]. The catalyst is CN(C=O)C. The product is [CH2:1]([O:8][CH2:9][CH2:10][CH:11]1[CH2:16][C:15]([CH2:17][O:18][Si:30]([C:27]([CH3:29])([CH3:28])[CH3:26])([CH3:32])[CH3:31])=[CH:14][CH2:13][CH2:12]1)[C:2]1[CH:7]=[CH:6][CH:5]=[CH:4][CH:3]=1. The yield is 0.630. (2) The reactants are Cl.[NH2:2][CH:3]1[CH2:7][CH2:6][N:5]([C:8]([CH:10]2[CH2:15][CH2:14][N:13]([C:16]3[CH:21]=[CH:20][N:19]=[CH:18][CH:17]=3)[CH2:12][CH2:11]2)=[O:9])[CH2:4]1.[CH:22]1[C:31]2[C:26](=[CH:27][CH:28]=[CH:29][CH:30]=2)[CH:25]=[CH:24][C:23]=1[S:32](Cl)(=[O:34])=[O:33]. No catalyst specified. The product is [CH:22]1[C:31]2[C:26](=[CH:27][CH:28]=[CH:29][CH:30]=2)[CH:25]=[CH:24][C:23]=1[S:32]([NH:2][CH:3]1[CH2:7][CH2:6][N:5]([C:8]([CH:10]2[CH2:15][CH2:14][N:13]([C:16]3[CH:21]=[CH:20][N:19]=[CH:18][CH:17]=3)[CH2:12][CH2:11]2)=[O:9])[CH2:4]1)(=[O:33])=[O:34]. The yield is 0.370. (3) The reactants are [CH3:1][C:2]1[CH:7]=[CH:6][N:5]=[CH:4][C:3]=1[N:8]1[CH2:12][CH2:11][NH:10][C:9]1=[O:13].Br[C:15]1[CH:16]=[CH:17][C:18]2[O:22][C:21]([CH3:23])=[N:20][C:19]=2[CH:24]=1.N[C@@H]1CCCC[C@H]1N.P([O-])([O-])([O-])=O.[K+].[K+].[K+]. The catalyst is [Cu](I)I.O1CCOCC1. The product is [CH3:23][C:21]1[O:22][C:18]2[CH:17]=[CH:16][C:15]([N:10]3[CH2:11][CH2:12][N:8]([C:3]4[CH:4]=[N:5][CH:6]=[CH:7][C:2]=4[CH3:1])[C:9]3=[O:13])=[CH:24][C:19]=2[N:20]=1. The yield is 0.160. (4) The reactants are [CH3:1][O:2][C:3]1[CH:4]=[C:5]2[C:9](=[CH:10][CH:11]=1)[CH:8]([C:12]([F:15])([F:14])[F:13])[O:7][CH2:6]2.[CH3:16][O:17]C(Cl)Cl. The catalyst is ClCCl.[Ti](Cl)(Cl)(Cl)Cl. The product is [CH3:1][O:2][C:3]1[CH:4]=[C:5]2[C:9]([CH:8]([C:12]([F:15])([F:13])[F:14])[O:7][CH2:6]2)=[CH:10][C:11]=1[CH:16]=[O:17]. The yield is 0.825.